From a dataset of Full USPTO retrosynthesis dataset with 1.9M reactions from patents (1976-2016). Predict the reactants needed to synthesize the given product. (1) Given the product [CH2:1]([O:3][C:4](=[O:16])[C:5]([O:8][C:9]1[CH:14]=[CH:13][CH:12]=[C:11]([NH:15][C:23](=[O:25])[CH3:24])[CH:10]=1)([CH3:7])[CH3:6])[CH3:2], predict the reactants needed to synthesize it. The reactants are: [CH2:1]([O:3][C:4](=[O:16])[C:5]([O:8][C:9]1[CH:14]=[CH:13][CH:12]=[C:11]([NH2:15])[CH:10]=1)([CH3:7])[CH3:6])[CH3:2].N1C=CC=CC=1.[C:23](Cl)(=[O:25])[CH3:24]. (2) The reactants are: [CH3:1][O:2][C:3]([NH:5][C@H:6]([C:10]([N:12]1[C@@H:16](C)[CH2:15][CH2:14][C@H:13]1[C:18]1[NH:22][C:21]2[C:23]3[C:28]([CH:29]=[CH:30][C:20]=2[N:19]=1)=[CH:27][C:26]1[C:31]2[C:36]([CH2:37][O:38][C:25]=1[CH:24]=3)=[CH:35][C:34]([C:39]1[NH:43][C:42]([C@@H:44]3[CH2:48][C@H:47]([CH2:49][O:50][CH3:51])[CH2:46][N:45]3[C:52]([O:54][C:55]([CH3:58])([CH3:57])[CH3:56])=[O:53])=[N:41][CH:40]=1)=[CH:33][CH:32]=2)=[O:11])[CH:7]([CH3:9])[CH3:8])=[O:4].COC(N[C@H](C(N1[C@@H](C)CC[C@H]1C1NC2C3C(CCC=2N=1)=CC1C2C(COC=1C=3)=CC(C1NC([C@@H]3C[C@H](COC)CN3C(OC(C)(C)C)=O)=NC=1)=CC=2)=O)C(C)C)=O. Given the product [CH3:1][O:2][C:3]([NH:5][C@H:6]([C:10]([N:12]1[CH2:16][CH2:15][CH2:14][C@H:13]1[C:18]1[NH:22][C:21]2[C:23]3[C:28]([CH:29]=[CH:30][C:20]=2[N:19]=1)=[CH:27][C:26]1[C:31]2[C:36]([CH2:37][O:38][C:25]=1[CH:24]=3)=[CH:35][C:34]([C:39]1[NH:43][C:42]([C@@H:44]3[CH2:48][C@H:47]([CH2:49][O:50][CH3:51])[CH2:46][N:45]3[C:52]([O:54][C:55]([CH3:57])([CH3:56])[CH3:58])=[O:53])=[N:41][CH:40]=1)=[CH:33][CH:32]=2)=[O:11])[CH:7]([CH3:9])[CH3:8])=[O:4], predict the reactants needed to synthesize it. (3) Given the product [Cl:1][C:2]([F:12])([F:13])[C:3]([N:5]=[C:6]1[CH:11]=[CH:10][CH:9]=[CH:8][N:7]1[CH2:21][C:18]1[CH:17]=[N:16][C:15]([Cl:14])=[CH:20][CH:19]=1)=[O:4], predict the reactants needed to synthesize it. The reactants are: [Cl:1][C:2]([F:13])([F:12])[C:3]([N:5]=[C:6]1[CH:11]=[CH:10][CH:9]=[CH:8][NH:7]1)=[O:4].[Cl:14][C:15]1[CH:20]=[CH:19][C:18]([CH2:21]Cl)=[CH:17][N:16]=1.C(=O)([O-])[O-].[K+].[K+]. (4) Given the product [C:2]([C:4]1[CH:9]=[CH:8][C:7]([NH:10][S:11]([Cl:18])(=[O:13])=[O:12])=[C:6]([O:15][CH3:16])[CH:5]=1)#[N:3], predict the reactants needed to synthesize it. The reactants are: [Na+].[C:2]([C:4]1[CH:9]=[CH:8][C:7]([NH:10][S:11](=O)(=[O:13])[O-:12])=[C:6]([O:15][CH3:16])[CH:5]=1)#[N:3].P(Cl)(Cl)(Cl)(Cl)[Cl:18]. (5) The reactants are: Br[C:2]1[CH:20]=[CH:19][C:5]([C:6]([C:8]2[CH:9]=[CH:10][C:11]([Cl:18])=[C:12]([S:14]([NH2:17])(=[O:16])=[O:15])[CH:13]=2)=[O:7])=[CH:4][CH:3]=1.[C:21]1([C:27]#[CH:28])[CH:26]=[CH:25][CH:24]=[CH:23][CH:22]=1.C1(P(C2C=CC=CC=2)C2C=CC=CC=2)C=CC=CC=1.C(N(CC)CC)C. Given the product [Cl:18][C:11]1[CH:10]=[CH:9][C:8]([C:6](=[O:7])[C:5]2[CH:19]=[CH:20][C:2]([C:28]#[C:27][C:21]3[CH:26]=[CH:25][CH:24]=[CH:23][CH:22]=3)=[CH:3][CH:4]=2)=[CH:13][C:12]=1[S:14]([NH2:17])(=[O:16])=[O:15], predict the reactants needed to synthesize it. (6) Given the product [CH2:1]([O:8][CH2:9][C@@H:10]([OH:14])[CH2:11][C:12]#[N:13])[C:2]1[CH:7]=[CH:6][CH:5]=[CH:4][CH:3]=1, predict the reactants needed to synthesize it. The reactants are: [CH2:1]([O:8][CH2:9][C@@H:10]([O:14][Si](C)(C)C)[CH2:11][C:12]#[N:13])[C:2]1[CH:7]=[CH:6][CH:5]=[CH:4][CH:3]=1.[F-].C([N+](CCCC)(CCCC)CCCC)CCC. (7) Given the product [CH3:1][O:2][C@@H:3]1[C@@H:7]([O:8][N+:9]([O-:11])=[O:10])[CH2:6][C@H:5]([C:12]([NH:14][C@H:15]([C:19]([OH:21])=[O:20])[CH:16]([CH3:18])[CH3:17])=[O:13])[CH2:4]1, predict the reactants needed to synthesize it. The reactants are: [CH3:1][O:2][C@@H:3]1[C@@H:7]([O:8][N+:9]([O-:11])=[O:10])[CH2:6][C@H:5]([C:12]([NH:14][C@H:15]([C:19]([O:21]C)=[O:20])[CH:16]([CH3:18])[CH3:17])=[O:13])[CH2:4]1.[OH-].[Na+].